From a dataset of HIV replication inhibition screening data with 41,000+ compounds from the AIDS Antiviral Screen. Binary Classification. Given a drug SMILES string, predict its activity (active/inactive) in a high-throughput screening assay against a specified biological target. (1) The molecule is CC=C(C)C(=O)OCC12C(OC(C)=O)CC(C)C(C)(CCC3=CC(=O)OC3)C1CCCC21CO1. The result is 0 (inactive). (2) The drug is NCCCNCCSP(=O)(O)O. The result is 0 (inactive). (3) The molecule is CCOC(=O)COS(=O)(=O)C(F)(F)F. The result is 0 (inactive). (4) The molecule is c1ccc(Cc2ccc(SSc3ccc(Cc4ccccc4)cc3)cc2)cc1. The result is 0 (inactive). (5) The molecule is CC(O)(P(=O)(O)O)P(=O)(O)OCC(O)CN1CCOCC1. The result is 0 (inactive). (6) The molecule is CC1=Nc2nnnn2N=C(C)C1. The result is 0 (inactive). (7) The drug is Cc1ccc(S(=O)(=O)SSSSS(=O)(=O)c2ccc(C)cc2)cc1. The result is 0 (inactive). (8) The compound is CCC1C[N+]23CCc4c([nH]c5ccccc45)C2CC1CC3.Cc1ccc(S(=O)(=O)[OH2+])cc1. The result is 0 (inactive). (9) The drug is COc1ccc(OC)c2c(OC)cc(C)cc12. The result is 0 (inactive). (10) The drug is CCOC(=O)NC(Nc1ccc(S(=O)(=O)Nc2ncccn2)cc1)(C(=O)OCC)C(F)(F)F. The result is 0 (inactive).